From a dataset of Forward reaction prediction with 1.9M reactions from USPTO patents (1976-2016). Predict the product of the given reaction. (1) Given the reactants [CH3:1][O:2][C:3]1[CH:8]=[CH:7][CH:6]=[C:5]([O:9][CH2:10][C:11]2[CH:16]=[CH:15][C:14]([O:17][CH3:18])=[CH:13][CH:12]=2)[C:4]=1[C:19](=O)/[CH:20]=[C:21](\[NH:24][C:25]1[N:26]=[CH:27][C:28]([C:31]#[N:32])=[N:29][CH:30]=1)/SC.O.[NH2:35][NH2:36].C(O)(=O)C, predict the reaction product. The product is: [CH3:1][O:2][C:3]1[CH:8]=[CH:7][CH:6]=[C:5]([O:9][CH2:10][C:11]2[CH:16]=[CH:15][C:14]([O:17][CH3:18])=[CH:13][CH:12]=2)[C:4]=1[C:19]1[NH:36][N:35]=[C:21]([NH:24][C:25]2[N:26]=[CH:27][C:28]([C:31]#[N:32])=[N:29][CH:30]=2)[CH:20]=1. (2) Given the reactants [CH3:1][O:2][C:3]1[C:4]([CH3:31])=[C:5]([C:22]([O:29][CH3:30])=[C:23]([O:27][CH3:28])[C:24]=1[O:25][CH3:26])[CH2:6][C:7]1[CH:8]=[CH:9][C:10]([OH:21])=[C:11]([CH:20]=1)[C:12]([N:14]1[CH2:19][CH2:18][CH2:17][CH2:16][CH2:15]1)=[O:13].[N:32]1[CH:37]=[CH:36][C:35](B(O)O)=[CH:34][CH:33]=1.C(N(CC)CC)C.N1C=CC=CC=1, predict the reaction product. The product is: [CH3:1][O:2][C:3]1[C:4]([CH3:31])=[C:5]([C:22]([O:29][CH3:30])=[C:23]([O:27][CH3:28])[C:24]=1[O:25][CH3:26])[CH2:6][C:7]1[CH:8]=[CH:9][C:10]([O:21][C:35]2[CH:36]=[CH:37][N:32]=[CH:33][CH:34]=2)=[C:11]([CH:20]=1)[C:12]([N:14]1[CH2:15][CH2:16][CH2:17][CH2:18][CH2:19]1)=[O:13]. (3) The product is: [CH2:23]([NH:30][C:31]([C:33]1[S:37][C:36]([N:38]2[CH2:42][CH2:41][N:40]([CH2:12][C:13]3[CH:18]=[CH:17][CH:16]=[CH:15][C:14]=3[C:19]([F:22])([F:21])[F:20])[C:39]2=[O:43])=[N:35][C:34]=1[CH3:44])=[O:32])[C:24]1[CH:29]=[CH:28][CH:27]=[CH:26][CH:25]=1. Given the reactants ClCC1C=CC(C#N)=CC=1.Br[CH2:12][C:13]1[CH:18]=[CH:17][CH:16]=[CH:15][C:14]=1[C:19]([F:22])([F:21])[F:20].[CH2:23]([NH:30][C:31]([C:33]1[S:37][C:36]([N:38]2[CH2:42][CH2:41][NH:40][C:39]2=[O:43])=[N:35][C:34]=1[CH3:44])=[O:32])[C:24]1[CH:29]=[CH:28][CH:27]=[CH:26][CH:25]=1, predict the reaction product. (4) The product is: [OH:4][CH:1]([C:5]1[N:9]2[CH:10]=[C:11](/[CH:14]=[C:15]3/[C:16](=[O:21])[NH:17][C:18](=[O:20])[S:19]/3)[CH:12]=[CH:13][C:8]2=[N:7][CH:6]=1)[CH2:2][CH3:3].[OH:4][CH:1]([C:5]1[N:9]2[CH:10]=[C:11]([CH:14]=[C:15]3[S:19][C:18](=[O:20])[NH:17][C:16]3=[O:21])[CH:12]=[CH:13][C:8]2=[N:7][CH:6]=1)[CH2:2][CH3:3]. Given the reactants [C:1]([C:5]1[N:9]2[CH:10]=[C:11](/[CH:14]=[C:15]3/[C:16](=[O:21])[NH:17][C:18](=[O:20])[S:19]/3)[CH:12]=[CH:13][C:8]2=[N:7][CH:6]=1)(=[O:4])[CH2:2][CH3:3].[OH-].[Na+].[BH4-].[Na+].Cl, predict the reaction product. (5) Given the reactants [Br:1][C:2]1[CH:7]=[CH:6][C:5]([S:8](Cl)(=[O:10])=[O:9])=[CH:4][C:3]=1[CH3:12].[NH2:13][CH:14]1[CH2:19][CH2:18][N:17]([C:20]([O:22][C:23]([CH3:26])([CH3:25])[CH3:24])=[O:21])[CH2:16][CH2:15]1.C(N(CC)C(C)C)(C)C, predict the reaction product. The product is: [Br:1][C:2]1[CH:7]=[CH:6][C:5]([S:8]([NH:13][CH:14]2[CH2:15][CH2:16][N:17]([C:20]([O:22][C:23]([CH3:26])([CH3:25])[CH3:24])=[O:21])[CH2:18][CH2:19]2)(=[O:10])=[O:9])=[CH:4][C:3]=1[CH3:12].